From a dataset of Forward reaction prediction with 1.9M reactions from USPTO patents (1976-2016). Predict the product of the given reaction. Given the reactants [C:1]([C:5]1[CH:6]=[C:7]([CH:12]=[C:13]([C:17]#[N:18])[C:14]=1[O:15][CH3:16])[C:8]([O:10]C)=[O:9])([CH3:4])([CH3:3])[CH3:2].O1CCCC1.O.[OH-].[Li+].Cl, predict the reaction product. The product is: [C:1]([C:5]1[CH:6]=[C:7]([CH:12]=[C:13]([C:17]#[N:18])[C:14]=1[O:15][CH3:16])[C:8]([OH:10])=[O:9])([CH3:4])([CH3:2])[CH3:3].